From a dataset of Forward reaction prediction with 1.9M reactions from USPTO patents (1976-2016). Predict the product of the given reaction. (1) Given the reactants [F:1][C:2]1[CH:7]=[CH:6][C:5]([C:8]([F:11])([F:10])[F:9])=[CH:4][C:3]=1[C:12](=O)[CH2:13][C:14]([O:16]CC)=O.FC(F)(F)C([O-])=O.[CH2:27]([O:29][C:30]([C:32]1[CH:37]=[CH:36][C:35]([C@@H:38]([NH2+:40][NH2:41])[CH3:39])=[CH:34][CH:33]=1)=[O:31])[CH3:28], predict the reaction product. The product is: [F:1][C:2]1[CH:7]=[CH:6][C:5]([C:8]([F:9])([F:10])[F:11])=[CH:4][C:3]=1[C:12]1[CH2:13][C:14](=[O:16])[N:40]([C@H:38]([C:35]2[CH:36]=[CH:37][C:32]([C:30]([O:29][CH2:27][CH3:28])=[O:31])=[CH:33][CH:34]=2)[CH3:39])[N:41]=1. (2) Given the reactants [Cl:1][CH2:2][C:3](Cl)=O.[NH2:6][C:7]1[CH:22]=[CH:21][CH:20]=[C:19]([CH3:23])[C:8]=1[C:9]([NH:11][C:12]1[CH:17]=[CH:16][CH:15]=[CH:14][C:13]=1[CH3:18])=[O:10], predict the reaction product. The product is: [Cl:1][CH2:2][C:3]1[N:11]([C:12]2[CH:17]=[CH:16][CH:15]=[CH:14][C:13]=2[CH3:18])[C:9](=[O:10])[C:8]2[C:7](=[CH:22][CH:21]=[CH:20][C:19]=2[CH3:23])[N:6]=1. (3) Given the reactants Br[C:2]1[CH:3]=[C:4]2[C:8](=[CH:9][CH:10]=1)[NH:7][C:6]([C:11]1[CH:16]=[CH:15][CH:14]=[CH:13][C:12]=1[O:17][CH3:18])=[CH:5]2.[B:19]1([B:19]2[O:23][C:22]([CH3:25])([CH3:24])[C:21]([CH3:27])([CH3:26])[O:20]2)[O:23][C:22]([CH3:25])([CH3:24])[C:21]([CH3:27])([CH3:26])[O:20]1.C([O-])(=O)C.[K+].C(OCC)(=O)C.CCCCCC, predict the reaction product. The product is: [CH3:18][O:17][C:12]1[CH:13]=[CH:14][CH:15]=[CH:16][C:11]=1[C:6]1[NH:7][C:8]2[C:4]([CH:5]=1)=[CH:3][C:2]([B:19]1[O:23][C:22]([CH3:25])([CH3:24])[C:21]([CH3:27])([CH3:26])[O:20]1)=[CH:10][CH:9]=2. (4) Given the reactants [S-:1][C:2]#[N:3].[K+].[CH:5]1[C:17]2[CH:16]([CH2:18][O:19][C:20](Cl)=[O:21])[C:15]3[C:10](=[CH:11][CH:12]=[CH:13][CH:14]=3)[C:9]=2[CH:8]=[CH:7][CH:6]=1.[NH3:23].C(O)C, predict the reaction product. The product is: [C:20]([NH:3][C:2]([NH2:23])=[S:1])([O:19][CH2:18][CH:16]1[C:15]2[C:10](=[CH:11][CH:12]=[CH:13][CH:14]=2)[C:9]2[C:17]1=[CH:5][CH:6]=[CH:7][CH:8]=2)=[O:21]. (5) Given the reactants [Br:1][C:2]1[C:3]([OH:13])=[C:4]([C:8]([OH:12])=[C:9]([Br:11])[CH:10]=1)[C:5]([OH:7])=O.[Cl:14][C:15]1[CH:21]=[CH:20][C:18]([NH2:19])=[CH:17][CH:16]=1.P(Cl)(Cl)Cl, predict the reaction product. The product is: [Cl:14][C:15]1[CH:21]=[CH:20][C:18]([NH:19][C:5](=[O:7])[C:4]2[C:8]([OH:12])=[C:9]([Br:11])[CH:10]=[C:2]([Br:1])[C:3]=2[OH:13])=[CH:17][CH:16]=1. (6) Given the reactants C([O:4][C@H:5]1[O:26][C@H:25]([CH2:27][O:28][C:29](=[O:31])[CH3:30])[C@H:20]([O:21][C:22](=[O:24])[CH3:23])[C@H:15]([O:16][C:17](=[O:19])[CH3:18])[C@H:6]1[O:7][C:8](=[O:14])[CH2:9][CH2:10][C:11]([CH3:13])=[O:12])(=O)C.C(O)(=O)C.C(OC(=O)C)(=O)C.[BrH:43], predict the reaction product. The product is: [C:17]([O:16][C@H:15]1[C@@H:20]([O:21][C:22](=[O:24])[CH3:23])[C@@H:25]([CH2:27][O:28][C:29](=[O:31])[CH3:30])[O:26][C@:5]([Br:43])([OH:4])[C@@H:6]1[O:7][C:8](=[O:14])[CH2:9][CH2:10][C:11]([CH3:13])=[O:12])(=[O:19])[CH3:18]. (7) Given the reactants C[O:2][C:3]1[CH:12]=[C:11]2[C:6]([C@H:7]([C:23]3[CH:28]=[CH:27][C:26]([O:29][CH2:30][CH2:31][N:32]4[CH2:36][CH2:35][CH2:34][CH2:33]4)=[CH:25][CH:24]=3)[C@H:8]([C:13]3[CH:18]=[CH:17][CH:16]=[C:15]([C:19]([F:22])([F:21])[F:20])[CH:14]=3)[CH2:9][O:10]2)=[CH:5][CH:4]=1.Cl.N1C=CC=CC=1, predict the reaction product. The product is: [OH:2][C:3]1[CH:12]=[C:11]2[C:6]([C@H:7]([C:23]3[CH:28]=[CH:27][C:26]([O:29][CH2:30][CH2:31][N:32]4[CH2:33][CH2:34][CH2:35][CH2:36]4)=[CH:25][CH:24]=3)[C@H:8]([C:13]3[CH:18]=[CH:17][CH:16]=[C:15]([C:19]([F:20])([F:21])[F:22])[CH:14]=3)[CH2:9][O:10]2)=[CH:5][CH:4]=1. (8) Given the reactants CO[C:3]1[CH:4]=[C:5]([CH2:20][C:21]([NH:23][C:24]2[CH:29]=[CH:28][C:27]([C:30]3([CH2:35][C:36]([OH:38])=[O:37])[CH2:34][CH2:33][CH2:32][CH2:31]3)=[CH:26][CH:25]=2)=[O:22])[CH:6]=[CH:7][C:8]=1[NH:9][C:10]([NH:12][C:13]1[CH:18]=[CH:17][CH:16]=[CH:15][C:14]=1[CH3:19])=[O:11].F[P-](F)(F)(F)(F)F.N1(OC(N(C)C)=[N+](C)C)C2N=CC=CC=2N=N1.C(N(C(C)C)CC)(C)C.[C:72](OC(=O)[CH2:73][C:72]1(C2C=CC(N)=CC=2)[CH2:75]CC[CH2:74]1)([CH3:75])([CH3:74])[CH3:73], predict the reaction product. The product is: [C:72]([O:38][C:36](=[O:37])[CH2:35][C:30]1([C:27]2[CH:26]=[CH:25][C:24]([NH:23][C:21](=[O:22])[CH2:20][C:5]3[CH:6]=[CH:7][C:8]4[N:9]=[C:10]([NH:12][C:13]5[CH:18]=[CH:17][CH:16]=[CH:15][C:14]=5[CH3:19])[O:11][C:3]=4[CH:4]=3)=[CH:29][CH:28]=2)[CH2:34][CH2:33][CH2:32][CH2:31]1)([CH3:75])([CH3:74])[CH3:73].